From a dataset of Full USPTO retrosynthesis dataset with 1.9M reactions from patents (1976-2016). Predict the reactants needed to synthesize the given product. Given the product [C:3]([O:7][C:8]([N:10]1[CH2:15][CH2:14][N:13]([C:16]2[CH:17]=[C:18]3[C:22](=[CH:23][CH:24]=2)[NH:21][CH:20]=[C:19]3[S:31][C:25]2[CH:30]=[CH:29][CH:28]=[CH:27][CH:26]=2)[CH2:12][CH2:11]1)=[O:9])([CH3:6])([CH3:4])[CH3:5], predict the reactants needed to synthesize it. The reactants are: [H-].[Na+].[C:3]([O:7][C:8]([N:10]1[CH2:15][CH2:14][N:13]([C:16]2[CH:17]=[C:18]3[C:22](=[CH:23][CH:24]=2)[NH:21][CH:20]=[CH:19]3)[CH2:12][CH2:11]1)=[O:9])([CH3:6])([CH3:5])[CH3:4].[C:25]1([S:31][S:31][C:25]2[CH:30]=[CH:29][CH:28]=[CH:27][CH:26]=2)[CH:30]=[CH:29][CH:28]=[CH:27][CH:26]=1.O.